This data is from Experimentally validated miRNA-target interactions with 360,000+ pairs, plus equal number of negative samples. The task is: Binary Classification. Given a miRNA mature sequence and a target amino acid sequence, predict their likelihood of interaction. (1) The miRNA is hsa-miR-4659a-3p with sequence UUUCUUCUUAGACAUGGCAACG. The protein sequence of the target gene is MPRKRKCDLRAVRVGLLLGGGGVYGSRFRFTFPGCRALSPWRVRVQRRRCEMSTMFADTLLIVFISVCTALLAEGITWVLVYRTDKYKRLKAEVEKQSKKLEKKKETITESAGRQQKKKIERQEEKLKNNNRDLSMVRMKSMFAIGFCFTALMGMFNSIFDGRVVAKLPFTPLSYIQGLSHRNLLGDDTTDCSFIFLYILCTMSIRQNIQKILGLAPSRAATKQAGGFLGPPPPSGKFS. Result: 1 (interaction). (2) The miRNA is hsa-miR-298 with sequence AGCAGAAGCAGGGAGGUUCUCCCA. The protein sequence of the target gene is MDGRVQLIKALLALPIRPATRRWRNPIPFPETFDGDTDRLPEFIVQTGSYMFVDENTFSSDALKVTFLITRLTGPALQWVIPYIKKESPLLNDYRGFLAEMKRVFGWEEDEDF. Result: 1 (interaction).